From a dataset of Forward reaction prediction with 1.9M reactions from USPTO patents (1976-2016). Predict the product of the given reaction. Given the reactants [CH3:1][O:2][C:3](=[O:26])[CH2:4][C:5]1[CH:10]=[C:9]([S:11]([C:14]2[CH:19]=[CH:18][C:17](F)=[CH:16][CH:15]=2)(=[O:13])=[O:12])[CH:8]=[C:7]([O:21][CH2:22][CH2:23][CH2:24][CH3:25])[CH:6]=1.CS(C)=O.C(=O)([O-])[O-].[K+].[K+].[F:37][C:38]([F:48])([F:47])[O:39][C:40]1[CH:45]=[CH:44][C:43]([OH:46])=[CH:42][CH:41]=1, predict the reaction product. The product is: [CH3:1][O:2][C:3](=[O:26])[CH2:4][C:5]1[CH:10]=[C:9]([S:11]([C:14]2[CH:19]=[CH:18][C:17]([O:46][C:43]3[CH:44]=[CH:45][C:40]([O:39][C:38]([F:37])([F:47])[F:48])=[CH:41][CH:42]=3)=[CH:16][CH:15]=2)(=[O:13])=[O:12])[CH:8]=[C:7]([O:21][CH2:22][CH2:23][CH2:24][CH3:25])[CH:6]=1.